From a dataset of Catalyst prediction with 721,799 reactions and 888 catalyst types from USPTO. Predict which catalyst facilitates the given reaction. (1) Reactant: [C:1]1(P([C:2]2[CH:1]=CC=[CH:4][CH:3]=2)[C:2]2[CH:1]=CC=[CH:4][CH:3]=2)C=C[CH:4]=[CH:3][CH:2]=1.C[OH:21].[Cl:22][C:23]1[CH:28]=[CH:27][C:26]([N:29]2[CH:33]=[CH:32][C:31]([OH:34])=[N:30]2)=[CH:25][CH:24]=1. Product: [Cl:22][C:23]1[CH:24]=[CH:25][C:26]([N:29]2[CH:33]=[CH:32][C:31]([O:34][CH2:1][C@@H:2]3[C@H:3]([CH3:4])[O:21]3)=[N:30]2)=[CH:27][CH:28]=1. The catalyst class is: 1. (2) Reactant: [C:1]([O:5][C:6]([NH:8][C:9](=[CH2:14])[C:10]([O:12][CH3:13])=[O:11])=[O:7])([CH3:4])([CH3:3])[CH3:2].CO[CH2:17][N:18]([CH2:24][C:25]1[CH:30]=[CH:29][CH:28]=[CH:27][CH:26]=1)[CH2:19][Si](C)(C)C.C(O)(C(F)(F)F)=O. Product: [CH2:24]([N:18]1[CH2:17][CH2:14][C:9]([NH:8][C:6]([O:5][C:1]([CH3:2])([CH3:4])[CH3:3])=[O:7])([C:10]([O:12][CH3:13])=[O:11])[CH2:19]1)[C:25]1[CH:26]=[CH:27][CH:28]=[CH:29][CH:30]=1. The catalyst class is: 2. (3) Reactant: [NH2:1][C:2]1[CH:7]=[C:6]([Cl:8])[CH:5]=[C:4]([CH3:9])[C:3]=1[OH:10].C(OCC)(=O)C.C(=O)([O-])O.[Na+].[Cl:22][CH:23]([C:27]1[CH:32]=[CH:31][CH:30]=[CH:29][CH:28]=1)[C:24](Cl)=[O:25]. Product: [Cl:22][CH:23]([C:27]1[CH:32]=[CH:31][CH:30]=[CH:29][CH:28]=1)[C:24]([NH:1][C:2]1[CH:7]=[C:6]([Cl:8])[CH:5]=[C:4]([CH3:9])[C:3]=1[OH:10])=[O:25]. The catalyst class is: 6. (4) Reactant: [CH3:1][C:2]1[CH:10]=[CH:9][CH:8]=[C:4]([C:5]([OH:7])=O)[C:3]=1[OH:11].[CH3:12][Li].Cl. Product: [OH:11][C:3]1[C:2]([CH3:1])=[CH:10][CH:9]=[CH:8][C:4]=1[C:5](=[O:7])[CH3:12]. The catalyst class is: 28. (5) Reactant: Cl.O1CCOCC1.[Cl:8][C:9]1[CH:10]=[C:11]([NH:47]C(=O)OC(C)(C)C)[CH:12]=[C:13]([C@@H:15]2[C@@:26]3([C:34]4[C:29](=[CH:30][C:31]([Cl:35])=[CH:32][CH:33]=4)[NH:28][C:27]3=[O:36])[C:18]3([CH2:23][CH2:22][C:21]([CH3:25])([CH3:24])[CH2:20][CH2:19]3)[NH:17][C@H:16]2[C:37](=[O:46])[NH:38][C@H:39]2[CH2:44][CH2:43][C@H:42]([OH:45])[CH2:41][CH2:40]2)[CH:14]=1.C(=O)(O)[O-].[Na+]. Product: [NH2:47][C:11]1[CH:12]=[C:13]([C@@H:15]2[C@@:26]3([C:34]4[C:29](=[CH:30][C:31]([Cl:35])=[CH:32][CH:33]=4)[NH:28][C:27]3=[O:36])[C:18]3([CH2:23][CH2:22][C:21]([CH3:24])([CH3:25])[CH2:20][CH2:19]3)[NH:17][C@H:16]2[C:37]([NH:38][C@H:39]2[CH2:44][CH2:43][C@H:42]([OH:45])[CH2:41][CH2:40]2)=[O:46])[CH:14]=[C:9]([Cl:8])[CH:10]=1. The catalyst class is: 12. (6) Reactant: Cl.[N:2]12[CH2:9][CH2:8][CH:5]([CH2:6][CH2:7]1)[C:4](=[O:10])[CH2:3]2.[OH-].[K+].[O:13]1[CH:17]=[CH:16][C:15]([CH:18]=O)=[CH:14]1. Product: [O:13]1[CH:17]=[CH:16][C:15]([CH:18]=[C:3]2[C:4](=[O:10])[CH:5]3[CH2:8][CH2:9][N:2]2[CH2:7][CH2:6]3)=[CH:14]1. The catalyst class is: 24.